Regression. Given two drug SMILES strings and cell line genomic features, predict the synergy score measuring deviation from expected non-interaction effect. From a dataset of NCI-60 drug combinations with 297,098 pairs across 59 cell lines. (1) Drug 1: CC1C(C(CC(O1)OC2CC(CC3=C2C(=C4C(=C3O)C(=O)C5=C(C4=O)C(=CC=C5)OC)O)(C(=O)C)O)N)O.Cl. Drug 2: CCCCCOC(=O)NC1=NC(=O)N(C=C1F)C2C(C(C(O2)C)O)O. Cell line: UACC62. Synergy scores: CSS=23.7, Synergy_ZIP=-4.43, Synergy_Bliss=4.80, Synergy_Loewe=-13.3, Synergy_HSA=4.82. (2) Drug 1: CC(C)(C#N)C1=CC(=CC(=C1)CN2C=NC=N2)C(C)(C)C#N. Drug 2: CC(C)CN1C=NC2=C1C3=CC=CC=C3N=C2N. Cell line: K-562. Synergy scores: CSS=-8.64, Synergy_ZIP=5.78, Synergy_Bliss=6.06, Synergy_Loewe=-5.39, Synergy_HSA=-4.82. (3) Drug 1: C(CN)CNCCSP(=O)(O)O. Drug 2: COCCOC1=C(C=C2C(=C1)C(=NC=N2)NC3=CC=CC(=C3)C#C)OCCOC.Cl. Cell line: LOX IMVI. Synergy scores: CSS=4.37, Synergy_ZIP=-1.03, Synergy_Bliss=0.860, Synergy_Loewe=1.04, Synergy_HSA=-3.54. (4) Drug 1: CS(=O)(=O)C1=CC(=C(C=C1)C(=O)NC2=CC(=C(C=C2)Cl)C3=CC=CC=N3)Cl. Drug 2: C1=CC=C(C(=C1)C(C2=CC=C(C=C2)Cl)C(Cl)Cl)Cl. Cell line: TK-10. Synergy scores: CSS=5.97, Synergy_ZIP=3.50, Synergy_Bliss=7.86, Synergy_Loewe=7.49, Synergy_HSA=7.49. (5) Drug 1: C1CCN(CC1)CCOC2=CC=C(C=C2)C(=O)C3=C(SC4=C3C=CC(=C4)O)C5=CC=C(C=C5)O. Cell line: HCC-2998. Synergy scores: CSS=22.6, Synergy_ZIP=3.68, Synergy_Bliss=4.68, Synergy_Loewe=-4.85, Synergy_HSA=2.27. Drug 2: C1=NC2=C(N1)C(=S)N=C(N2)N. (6) Drug 1: CCCCCOC(=O)NC1=NC(=O)N(C=C1F)C2C(C(C(O2)C)O)O. Drug 2: CC(C)NC(=O)C1=CC=C(C=C1)CNNC.Cl. Cell line: A549. Synergy scores: CSS=-2.61, Synergy_ZIP=3.04, Synergy_Bliss=4.48, Synergy_Loewe=0.282, Synergy_HSA=0.470. (7) Drug 1: CC1OCC2C(O1)C(C(C(O2)OC3C4COC(=O)C4C(C5=CC6=C(C=C35)OCO6)C7=CC(=C(C(=C7)OC)O)OC)O)O. Drug 2: CC1CCCC2(C(O2)CC(NC(=O)CC(C(C(=O)C(C1O)C)(C)C)O)C(=CC3=CSC(=N3)C)C)C. Cell line: U251. Synergy scores: CSS=47.1, Synergy_ZIP=-1.38, Synergy_Bliss=-1.14, Synergy_Loewe=-0.184, Synergy_HSA=-0.0613. (8) Drug 1: CC1=CC2C(CCC3(C2CCC3(C(=O)C)OC(=O)C)C)C4(C1=CC(=O)CC4)C. Drug 2: CC1=C(C=C(C=C1)NC(=O)C2=CC=C(C=C2)CN3CCN(CC3)C)NC4=NC=CC(=N4)C5=CN=CC=C5. Cell line: NCI/ADR-RES. Synergy scores: CSS=3.44, Synergy_ZIP=0.177, Synergy_Bliss=4.35, Synergy_Loewe=3.19, Synergy_HSA=3.43.